Task: Predict the reactants needed to synthesize the given product.. Dataset: Full USPTO retrosynthesis dataset with 1.9M reactions from patents (1976-2016) (1) The reactants are: [Cl:1][C:2]1[CH:7]=[CH:6][C:5]([C@@H:8]2[CH2:12][N:11]([C:13]([CH:15]3[CH2:20][CH2:19][NH:18][CH2:17][CH2:16]3)=[O:14])[CH2:10][C@H:9]2[N:21]([CH3:32])[C:22](=[O:31])[O:23][C:24]2[CH:29]=[CH:28][C:27]([F:30])=[CH:26][CH:25]=2)=[CH:4][CH:3]=1.CCN(C(C)C)C(C)C.[C:42](Cl)(=[O:44])[CH3:43].CO. Given the product [F:30][C:27]1[CH:26]=[CH:25][C:24]([O:23][C:22](=[O:31])[N:21]([C@H:9]2[C@H:8]([C:5]3[CH:4]=[CH:3][C:2]([Cl:1])=[CH:7][CH:6]=3)[CH2:12][N:11]([C:13]([CH:15]3[CH2:20][CH2:19][N:18]([C:42](=[O:44])[CH3:43])[CH2:17][CH2:16]3)=[O:14])[CH2:10]2)[CH3:32])=[CH:29][CH:28]=1, predict the reactants needed to synthesize it. (2) Given the product [CH2:1]([O:8][C:9]1[C:14](=[O:15])[C:13]([Br:28])=[CH:12][N:11]([C:16]2[CH:17]=[C:18]([C:22]3[CH:27]=[CH:26][CH:25]=[CH:24][CH:23]=3)[CH:19]=[CH:20][CH:21]=2)[CH:10]=1)[C:2]1[CH:3]=[CH:4][CH:5]=[CH:6][CH:7]=1, predict the reactants needed to synthesize it. The reactants are: [CH2:1]([O:8][C:9]1[C:14](=[O:15])[CH:13]=[CH:12][N:11]([C:16]2[CH:17]=[C:18]([C:22]3[CH:27]=[CH:26][CH:25]=[CH:24][CH:23]=3)[CH:19]=[CH:20][CH:21]=2)[CH:10]=1)[C:2]1[CH:7]=[CH:6][CH:5]=[CH:4][CH:3]=1.[Br:28]NC(=O)CCC(N)=O. (3) The reactants are: [OH:1][CH2:2][CH2:3][CH2:4][CH2:5][O:6][C@H:7]1[CH2:12][CH2:11][C@H:10]([CH2:13][N:14]([CH3:28])[S:15]([C:18]2[CH:23]=[CH:22][C:21]([C:24]([F:27])([F:26])[F:25])=[CH:20][CH:19]=2)(=[O:17])=[O:16])[CH2:9][CH2:8]1.[CH3:29][S:30](Cl)(=[O:32])=[O:31]. Given the product [CH3:28][N:14]([CH2:13][C@H:10]1[CH2:11][CH2:12][C@H:7]([O:6][CH2:5][CH2:4][CH2:3][CH2:2][O:1][S:30]([CH3:29])(=[O:32])=[O:31])[CH2:8][CH2:9]1)[S:15]([C:18]1[CH:19]=[CH:20][C:21]([C:24]([F:27])([F:25])[F:26])=[CH:22][CH:23]=1)(=[O:16])=[O:17], predict the reactants needed to synthesize it. (4) Given the product [CH:17]([OH:19])=[O:18].[NH2:8][CH:7]1[C:10]([CH3:9])([CH3:12])[CH2:11][CH:6]1[NH:26][C:80]([C:79]1[N:62]2[CH:63]=[C:64]([CH3:78])[CH:65]=[C:66]([O:67][CH2:68][C:69]3[C:74]([F:75])=[CH:73][CH:72]=[CH:71][C:70]=3[F:77])[C:61]2=[N:60][C:59]=1[CH3:58])=[O:81], predict the reactants needed to synthesize it. The reactants are: FC1C=CC=C(F)C=1CO[C:6]1[C:7]2[N:8](C([C:17]([OH:19])=[O:18])=C(C)N=2)[CH:9]=[C:10]([CH3:12])[CH:11]=1.C[N:26](C(ON1N=NC2C=CC=NC1=2)=[N+](C)C)C.F[P-](F)(F)(F)(F)F.C(N(CC)C(C)C)(C)C.[CH3:58][C:59]1[N:60]=[C:61]2[C:66]([O:67][CH2:68][C:69]3[C:74]([F:75])=[CH:73][CH:72]=[C:71](F)[C:70]=3[F:77])=[CH:65][C:64]([CH3:78])=[CH:63][N:62]2[C:79]=1[C:80](O)=[O:81].